From a dataset of TCR-epitope binding with 47,182 pairs between 192 epitopes and 23,139 TCRs. Binary Classification. Given a T-cell receptor sequence (or CDR3 region) and an epitope sequence, predict whether binding occurs between them. (1) The epitope is RPPIFIRRL. Result: 0 (the TCR does not bind to the epitope). The TCR CDR3 sequence is CASSQDPGTGTDEQYF. (2) The epitope is VLAWLYAAV. The TCR CDR3 sequence is CATSDPPHEQFF. Result: 1 (the TCR binds to the epitope).